This data is from CYP3A4 inhibition data for predicting drug metabolism from PubChem BioAssay. The task is: Regression/Classification. Given a drug SMILES string, predict its absorption, distribution, metabolism, or excretion properties. Task type varies by dataset: regression for continuous measurements (e.g., permeability, clearance, half-life) or binary classification for categorical outcomes (e.g., BBB penetration, CYP inhibition). Dataset: cyp3a4_veith. (1) The drug is Cc1ccc2cc(C)c3nnc(SCC(=O)NCc4ccco4)n3c2c1. The result is 1 (inhibitor). (2) The drug is c1coc(CNc2ncnc3nc[nH]c23)c1. The result is 0 (non-inhibitor). (3) The molecule is COc1cccc(Nc2ncc3nc(-c4cccs4)c(=O)n(Cc4cccs4)c3n2)c1. The result is 0 (non-inhibitor). (4) The drug is C=CCOC(=O)/C(=C\c1cccc2ccccc12)NC(=O)c1ccccc1. The result is 1 (inhibitor). (5) The molecule is CC(C)=CCC/C(C)=C/CO/N=C1/C[C@@H](O)[C@@H](O)[C@H]2[C@@H]1CC[C@@H]1C(=O)N([C@@H](C)c3ccccc3)C(=O)[C@H]12. The result is 1 (inhibitor). (6) The drug is CC(=O)C(N=Nc1ccccc1)(Sc1nnc(-c2ccccc2)n1-c1ccccc1)C(=O)Nc1ccccc1. The result is 0 (non-inhibitor).